Dataset: Full USPTO retrosynthesis dataset with 1.9M reactions from patents (1976-2016). Task: Predict the reactants needed to synthesize the given product. (1) Given the product [CH2:1]([N:8]1[CH2:14][CH:27]([C:28]([O:30][CH2:31][CH3:32])=[O:29])[C:17]2([C:26]3[C:21](=[CH:22][CH:23]=[CH:24][CH:25]=3)[CH2:20][CH2:19][CH2:18]2)[CH2:9]1)[C:2]1[CH:7]=[CH:6][CH:5]=[CH:4][CH:3]=1, predict the reactants needed to synthesize it. The reactants are: [CH2:1]([N:8]([CH2:14]OC)[CH2:9][Si](C)(C)C)[C:2]1[CH:7]=[CH:6][CH:5]=[CH:4][CH:3]=1.[C:17]1(=[CH:27]/[C:28]([O:30][CH2:31][CH3:32])=[O:29])/[CH2:18][CH2:19][CH2:20][C:21]2[C:26]/1=[CH:25][CH:24]=[CH:23][CH:22]=2.C(O)(C(F)(F)F)=O. (2) Given the product [Cl:22][C:16]1[CH:17]=[C:18]([Cl:21])[CH:19]=[CH:20][C:15]=1[C:14]([N:10]([C:9]1[CH:8]=[C:7]([C:24]2[CH:29]=[CH:28][CH:27]=[CH:26][CH:25]=2)[S:6][C:5]=1[C:3]([OH:4])=[O:2])[N:11]([CH3:13])[CH3:12])=[O:23], predict the reactants needed to synthesize it. The reactants are: C[O:2][C:3]([C:5]1[S:6][C:7]([C:24]2[CH:29]=[CH:28][CH:27]=[CH:26][CH:25]=2)=[CH:8][C:9]=1[N:10]([C:14](=[O:23])[C:15]1[CH:20]=[CH:19][C:18]([Cl:21])=[CH:17][C:16]=1[Cl:22])[N:11]([CH3:13])[CH3:12])=[O:4].O[Li].O. (3) The reactants are: [C@@H:1]12[N:8]([C:9]3[CH:18]=[N:17][C:16]4[C:11](=[CH:12][CH:13]=[CH:14][CH:15]=4)[N:10]=3)[CH2:7][C@@H:6]1[CH2:5][CH2:4][NH:3][CH2:2]2.CC1C=C(C)N=C(N2[C@@H]3[C@@H](CCNC3)C2)N=1.[F:35][C:36]1[CH:37]=[CH:38][C:39]([C:45]2[N:50]=[CH:49][CH:48]=[CH:47][N:46]=2)=[C:40]([CH:44]=1)[C:41](O)=[O:42].S1C=CC=C1C1C=CC=CC=1C(O)=O. Given the product [F:35][C:36]1[CH:37]=[CH:38][C:39]([C:45]2[N:46]=[CH:47][CH:48]=[CH:49][N:50]=2)=[C:40]([C:41]([N:3]2[CH2:4][CH2:5][C@@H:6]3[C@@H:1]([N:8]([C:9]4[CH:18]=[N:17][C:16]5[C:11](=[CH:12][CH:13]=[CH:14][CH:15]=5)[N:10]=4)[CH2:7]3)[CH2:2]2)=[O:42])[CH:44]=1, predict the reactants needed to synthesize it.